This data is from Full USPTO retrosynthesis dataset with 1.9M reactions from patents (1976-2016). The task is: Predict the reactants needed to synthesize the given product. (1) Given the product [C:1]([O:4][CH2:5][C:6]1([C:9]2[CH:14]=[CH:13][C:12]([C:15]3[N:20]=[C:19]4[CH:21]=[C:22]([Cl:37])[NH:23][C:18]4=[CH:17][C:16]=3[Cl:25])=[CH:11][CH:10]=2)[CH2:8][CH2:7]1)(=[O:3])[CH3:2], predict the reactants needed to synthesize it. The reactants are: [C:1]([O:4][CH2:5][C:6]1([C:9]2[CH:14]=[CH:13][C:12]([C:15]3[N:20]=[C:19]4[CH2:21][C:22](=O)[NH:23][C:18]4=[CH:17][C:16]=3[Cl:25])=[CH:11][CH:10]=2)[CH2:8][CH2:7]1)(=[O:3])[CH3:2].CN(C)C1C=CC=CC=1.P(Cl)(Cl)([Cl:37])=O. (2) Given the product [Cl:11][C:12]1[CH:17]=[N:16][CH:15]=[C:14]([O:10][CH2:9][CH2:8][CH2:7][C:2]2[CH:3]=[CH:4][CH:5]=[CH:6][N:1]=2)[N:13]=1, predict the reactants needed to synthesize it. The reactants are: [N:1]1[CH:6]=[CH:5][CH:4]=[CH:3][C:2]=1[CH2:7][CH2:8][CH2:9][OH:10].[Cl:11][C:12]1[CH:17]=[N:16][CH:15]=[C:14](Cl)[N:13]=1. (3) Given the product [CH3:45][N:10]([CH3:8])[CH2:11][C:12]([NH:14][C:15]1[CH:16]=[C:17]2[C:18](=[CH:19][CH:20]=1)[N:21]([C:3]([O:5][C:91]([CH3:90])([CH3:92])[CH3:46])=[O:4])[CH2:26][CH2:25]2)=[O:13], predict the reactants needed to synthesize it. The reactants are: FC(F)(F)[C:3]([OH:5])=[O:4].[CH2:8]([N:10]([CH3:45])[CH2:11][C:12]([N:14](C)[C:15]1[CH:20]=[CH:19][C:18]([N:21]2[CH2:26][CH2:25]C3C(C(F)(F)F)=NN(C4C=C(C=CC=4)C(N)=O)C=3C2=O)=[CH:17][CH:16]=1)=[O:13])C.[CH3:46]N(C)CC(O)=O.C(N(CC)CC)C.F[P-](F)(F)(F)(F)F.N1(O[P+](N2[CH2:92][CH2:91][CH2:90]C2)(N2CCCC2)N2CCCC2)C2C=CC=CC=2N=N1.